From a dataset of Peptide-MHC class I binding affinity with 185,985 pairs from IEDB/IMGT. Regression. Given a peptide amino acid sequence and an MHC pseudo amino acid sequence, predict their binding affinity value. This is MHC class I binding data. (1) The peptide sequence is NNIGIEYSK. The MHC is HLA-A11:01 with pseudo-sequence HLA-A11:01. The binding affinity (normalized) is 0. (2) The peptide sequence is LPEFERRTL. The binding affinity (normalized) is 0.0847. The MHC is HLA-B15:01 with pseudo-sequence HLA-B15:01. (3) The peptide sequence is ATSGYRIAY. The MHC is HLA-A02:01 with pseudo-sequence HLA-A02:01. The binding affinity (normalized) is 0.0847. (4) The peptide sequence is LLPGVAHSI. The MHC is BoLA-AW10 with pseudo-sequence BoLA-AW10. The binding affinity (normalized) is 0.0641. (5) The peptide sequence is HVSRPTTVV. The MHC is HLA-A68:02 with pseudo-sequence HLA-A68:02. The binding affinity (normalized) is 0.895.